This data is from Catalyst prediction with 721,799 reactions and 888 catalyst types from USPTO. The task is: Predict which catalyst facilitates the given reaction. Reactant: Br[C:2]1[CH:7]=[CH:6][C:5]([CH2:8][CH3:9])=[CH:4][CH:3]=1.[CH2:10]([Li])[CH2:11][CH2:12][CH3:13].[N:15]([C:24]([O:26]C(C)(C)C)=[O:25])=[N:16][C:17]([O:19][C:20]([CH3:23])(C)C)=[O:18].O.[CH2:32]1COC[CH2:33]1. Product: [CH2:8]([C:5]1[CH:6]=[CH:7][C:2]([N:16]([C:17]([O:19][CH2:20][CH2:23][CH2:32][CH3:33])=[O:18])[NH:15][C:24]([O:26][CH2:10][CH2:11][CH2:12][CH3:13])=[O:25])=[CH:3][CH:4]=1)[CH3:9]. The catalyst class is: 81.